From a dataset of Catalyst prediction with 721,799 reactions and 888 catalyst types from USPTO. Predict which catalyst facilitates the given reaction. Reactant: C(C1N=C(N2CCC(F)(F)C2)C2C(=NN(CC)N=2)N=1)(C)(C)C.[C:23]([C:27]1[N:28]=[C:29]([N:36]2[CH2:40][CH2:39][C@H:38]([O:41]C(=O)C(F)(F)F)[CH2:37]2)[C:30]2[N:35]=[N:34][NH:33][C:31]=2[N:32]=1)([CH3:26])([CH3:25])[CH3:24].Br[CH2:49][C:50]1[C:54]([CH3:55])=[N:53][O:52][N:51]=1. Product: [C:23]([C:27]1[N:28]=[C:29]([N:36]2[CH2:40][CH2:39][C@H:38]([OH:41])[CH2:37]2)[C:30]2[C:31](=[N:33][N:34]([CH2:49][C:50]3[C:54]([CH3:55])=[N:53][O:52][N:51]=3)[N:35]=2)[N:32]=1)([CH3:26])([CH3:24])[CH3:25]. The catalyst class is: 5.